From a dataset of Reaction yield outcomes from USPTO patents with 853,638 reactions. Predict the reaction yield, written as a fraction of the theoretical maximum amount of product (1.0 means a 100% yield; for example, 0.34 means a 34% yield). The product is [NH:1]1[C:9]2[C:4](=[CH:5][CH:6]=[CH:7][CH:8]=2)[C:3]([C:10](=[O:27])[CH:11]([N:18]([C:19]2[CH:24]=[CH:23][CH:22]=[C:21]([O:25][CH3:26])[CH:20]=2)[C:37](=[O:38])[CH2:36][Cl:35])[C:12]2[CH:13]=[CH:14][CH:15]=[CH:16][CH:17]=2)=[CH:2]1. The reactants are [NH:1]1[C:9]2[C:4](=[CH:5][CH:6]=[CH:7][CH:8]=2)[C:3]([C:10](=[O:27])[CH:11]([NH:18][C:19]2[CH:24]=[CH:23][CH:22]=[C:21]([O:25][CH3:26])[CH:20]=2)[C:12]2[CH:17]=[CH:16][CH:15]=[CH:14][CH:13]=2)=[CH:2]1.C(N(CC)CC)C.[Cl:35][CH2:36][C:37](Cl)=[O:38]. The yield is 0.440. The catalyst is ClCCl.